Dataset: Full USPTO retrosynthesis dataset with 1.9M reactions from patents (1976-2016). Task: Predict the reactants needed to synthesize the given product. Given the product [NH2:1][CH2:4][CH:5]1[CH2:9][C:8]2[CH:10]=[C:11]([C:21]#[N:22])[CH:12]=[C:13]([C:14]3[CH:19]=[CH:18][CH:17]=[CH:16][C:15]=3[CH3:20])[C:7]=2[O:6]1, predict the reactants needed to synthesize it. The reactants are: [N:1]([CH2:4][CH:5]1[CH2:9][C:8]2[CH:10]=[C:11]([C:21]#[N:22])[CH:12]=[C:13]([C:14]3[CH:19]=[CH:18][CH:17]=[CH:16][C:15]=3[CH3:20])[C:7]=2[O:6]1)=[N+]=[N-].C1(P(C2C=CC=CC=2)C2C=CC=CC=2)C=CC=CC=1.